Task: Binary Classification. Given a miRNA mature sequence and a target amino acid sequence, predict their likelihood of interaction.. Dataset: Experimentally validated miRNA-target interactions with 360,000+ pairs, plus equal number of negative samples (1) The miRNA is hsa-miR-30c-2-3p with sequence CUGGGAGAAGGCUGUUUACUCU. The protein sequence of the target gene is MLCSLLLCECLLLVAGYAHDDDWIDPTDMLNYDAASGTMRKSQAKYGISGEKDVSPDLSCADEISECYHKLDSLTYKIDECEKKKREDYESQSNPVFRRYLNKILIEAGKLGLPDENKGDMHYDAEIILKRETLLEIQKFLNGEDWKPGALDDALSDILINFKFHDFETWKWRFEDSFGVDPYNVLMVLLCLLCIVVLVATELWTYVRWYTQLRRVLIISFLFSLGWNWMYLYKLAFAQHQAEVAKMEPLNNVCAKKMDWTGSIWEWFRSSWTYKDDPCQKYYELLLVNPIWLVPPTKAL.... Result: 1 (interaction). (2) The miRNA is hsa-miR-133a-3p with sequence UUUGGUCCCCUUCAACCAGCUG. The protein sequence of the target gene is MDALKSAGRALIRSPSLAKQSWGGGGRHRKLPENWTDTRETLLEGMLFSLKYLGMTLVEQPKGEELSAAAIKRIVATAKASGKKLQKVTLKVSPRGIILTDNLTNQLIENVSIYRISYCTADKMHDKVFAYIAQSQHNQSLECHAFLCTKRKMAQAVTLTVAQAFKVAFEFWQVSKEEKEKRDKASQEGGDVLGARQDCTPSLKSLVATGNLLDLEETAKAPLSTVSANTTNMDEVPRPQALSGSSVVWELDDGLDEAFSRLAQSRTNPQVLDTGLTAQDMHYAQCLSPVDWDKPDSSGT.... Result: 1 (interaction). (3) The protein sequence of the target gene is MAANYSSTSTRREHVKVKTSSQPGFLERLSETSGGMFVGLMAFLLSFYLIFTNEGRALKTATSLAEGLSLVVSPDSIHSVAPENEGRLVHIIGALRTSKLLSDPNYGVHLPAVKLRRHVEMYQWVETEESREYTEDGQVKKETRYSYNTEWRSEIINSKNFDREIGHKNPSAMAVESFMATAPFVQIGRFFLSSGLIDKVDNFKSLSLSKLEDPHVDIIRRGDFFYHSENPKYPEVGDLRVSFSYAGLSGDDPDLGPAHVVTVIARQRGDQLVPFSTKSGDTLLLLHHGDFSAEEVFHRE.... The miRNA is hsa-miR-5787 with sequence GGGCUGGGGCGCGGGGAGGU. Result: 1 (interaction).